Predict the product of the given reaction. From a dataset of Forward reaction prediction with 1.9M reactions from USPTO patents (1976-2016). (1) Given the reactants C([O:8][C:9]([C:11]1[NH:12][C:13]([CH3:23])=[C:14]([CH2:17][CH2:18][C:19]([O:21][CH3:22])=[O:20])[C:15]=1[CH3:16])=[O:10])C1C=CC=CC=1, predict the reaction product. The product is: [CH3:22][O:21][C:19]([CH2:18][CH2:17][C:14]1[C:15]([CH3:16])=[C:11]([C:9]([OH:10])=[O:8])[NH:12][C:13]=1[CH3:23])=[O:20]. (2) Given the reactants [Si:1]([O:18][CH2:19][CH2:20][CH2:21][CH:22]([OH:25])[CH2:23][CH3:24])([C:14]([CH3:17])([CH3:16])[CH3:15])([C:8]1[CH:13]=[CH:12][CH:11]=[CH:10][CH:9]=1)[C:2]1[CH:7]=[CH:6][CH:5]=[CH:4][CH:3]=1.[Si](OCCCC=O)(C(C)(C)C)([C:27]1[CH:32]=CC=[CH:29][CH:28]=1)[C:27]1[CH:32]=CC=[CH:29][CH:28]=1.C1([Mg]Br)C=CC=CC=1, predict the reaction product. The product is: [Si:1]([O:18][CH2:19][CH2:20][CH2:21][CH:22]([C:23]1[CH:29]=[CH:28][CH:27]=[CH:32][CH:24]=1)[OH:25])([C:14]([CH3:16])([CH3:17])[CH3:15])([C:8]1[CH:9]=[CH:10][CH:11]=[CH:12][CH:13]=1)[C:2]1[CH:3]=[CH:4][CH:5]=[CH:6][CH:7]=1.